Dataset: NCI-60 drug combinations with 297,098 pairs across 59 cell lines. Task: Regression. Given two drug SMILES strings and cell line genomic features, predict the synergy score measuring deviation from expected non-interaction effect. Drug 1: CC1C(C(CC(O1)OC2CC(CC3=C2C(=C4C(=C3O)C(=O)C5=C(C4=O)C(=CC=C5)OC)O)(C(=O)C)O)N)O.Cl. Drug 2: COC1=NC(=NC2=C1N=CN2C3C(C(C(O3)CO)O)O)N. Cell line: SK-OV-3. Synergy scores: CSS=-2.84, Synergy_ZIP=1.50, Synergy_Bliss=1.40, Synergy_Loewe=-6.40, Synergy_HSA=-2.75.